This data is from Catalyst prediction with 721,799 reactions and 888 catalyst types from USPTO. The task is: Predict which catalyst facilitates the given reaction. (1) Reactant: [Br:1][C:2]1[C:3]([NH2:10])=[N:4][CH:5]=[C:6](Br)[C:7]=1[CH3:8].[Li]CCCC. Product: [Br:1][C:2]1[C:3]([NH2:10])=[N:4][CH:5]=[CH:6][C:7]=1[CH3:8]. The catalyst class is: 1. (2) Reactant: [Br:1][C:2]1[CH:7]=[CH:6][C:5]([CH2:8]Br)=[CH:4][C:3]=1[CH3:10].[C:11]([C:13]1[CH:18]=[CH:17][C:16](B(O)O)=[CH:15][CH:14]=1)#[N:12].C(O[K])(C)=O.O. Product: [Br:1][C:2]1[CH:7]=[CH:6][C:5]([CH2:8][C:16]2[CH:17]=[CH:18][C:13]([C:11]#[N:12])=[CH:14][CH:15]=2)=[CH:4][C:3]=1[CH3:10]. The catalyst class is: 184.